From a dataset of Forward reaction prediction with 1.9M reactions from USPTO patents (1976-2016). Predict the product of the given reaction. (1) Given the reactants C(=O)C1C=CC=CC=1.C(OC)(=O)C#C.[CH:15]1([CH:21]([OH:28])[C:22]#[C:23][C:24]([O:26][CH3:27])=[O:25])[CH2:20][CH2:19][CH2:18][CH2:17][CH2:16]1, predict the reaction product. The product is: [OH:28][CH:21]([C:15]1[CH:16]=[CH:17][CH:18]=[CH:19][CH:20]=1)[C:22]#[C:23][C:24]([O:26][CH3:27])=[O:25]. (2) Given the reactants [H-].[Al+3].[Li+].[H-].[H-].[H-].[CH2:7]([N:14]([CH:22]([CH3:45])[CH:23]([C:25]1[C:33]2[C:28](=[C:29]([F:35])[CH:30]=[C:31]([F:34])[CH:32]=2)[N:27](S(C2C=CC=CC=2)(=O)=O)[CH:26]=1)O)[CH2:15][C:16]1[CH:21]=[CH:20][CH:19]=[CH:18][CH:17]=1)[C:8]1[CH:13]=[CH:12][CH:11]=[CH:10][CH:9]=1, predict the reaction product. The product is: [CH2:15]([N:14]([CH2:7][C:8]1[CH:9]=[CH:10][CH:11]=[CH:12][CH:13]=1)[C@@H:22]([CH3:45])[CH2:23][C:25]1[C:33]2[C:28](=[C:29]([F:35])[CH:30]=[C:31]([F:34])[CH:32]=2)[NH:27][CH:26]=1)[C:16]1[CH:17]=[CH:18][CH:19]=[CH:20][CH:21]=1. (3) The product is: [Br:1][C:2]1[CH:10]=[C:9]2[C:5]([CH:6]=[C:7]([C:21]([N:23]3[CH2:24][CH2:25][S:26](=[O:30])(=[O:29])[CH2:27][CH2:28]3)=[O:22])[N:8]2[CH2:11][CH2:12][OH:13])=[CH:4][C:3]=1[O:31][CH:32]1[CH2:37][CH2:36][N:35]([CH:38]([CH3:40])[CH3:39])[CH2:34][CH2:33]1. Given the reactants [Br:1][C:2]1[CH:10]=[C:9]2[C:5]([CH:6]=[C:7]([C:21]([N:23]3[CH2:28][CH2:27][S:26](=[O:30])(=[O:29])[CH2:25][CH2:24]3)=[O:22])[N:8]2[CH2:11][CH2:12][O:13][Si](C(C)(C)C)(C)C)=[CH:4][C:3]=1[O:31][CH:32]1[CH2:37][CH2:36][N:35]([CH:38]([CH3:40])[CH3:39])[CH2:34][CH2:33]1.FC(F)(F)C(O)=O, predict the reaction product. (4) The product is: [N+:9]([C:5]1[CH:4]=[CH:3][C:2]([N:12]2[CH2:17][CH2:16][S:15][CH2:14][CH2:13]2)=[CH:8][C:6]=1[NH2:7])([O-:11])=[O:10]. Given the reactants Cl[C:2]1[CH:3]=[CH:4][C:5]([N+:9]([O-:11])=[O:10])=[C:6]([CH:8]=1)[NH2:7].[NH:12]1[CH2:17][CH2:16][S:15][CH2:14][CH2:13]1.C(=O)([O-])[O-].[K+].[K+].O, predict the reaction product. (5) Given the reactants [NH2:1][C:2]1[C:3]([C:9]([NH:11][C:12]2[CH:13]=[N:14][CH:15]=[CH:16][C:17]=2[N:18]2[CH2:23][CH2:22][CH2:21][CH:20]([NH2:24])[CH2:19]2)=[O:10])=[N:4][C:5]([Br:8])=[CH:6][N:7]=1.C(N(CC)CC)C.[C:32](OC(=O)C)(=[O:34])[CH3:33], predict the reaction product. The product is: [C:32]([NH:24][CH:20]1[CH2:21][CH2:22][CH2:23][N:18]([C:17]2[CH:16]=[CH:15][N:14]=[CH:13][C:12]=2[NH:11][C:9]([C:3]2[C:2]([NH2:1])=[N:7][CH:6]=[C:5]([Br:8])[N:4]=2)=[O:10])[CH2:19]1)(=[O:34])[CH3:33]. (6) Given the reactants [NH2:1][C:2]1[N:7]=[C:6]([NH:8][CH2:9][CH2:10][CH2:11][N:12]2[CH2:16][CH2:15][CH2:14][C:13]2=[O:17])[CH:5]=[C:4](Cl)[N:3]=1.[CH3:19][O:20][C:21]1[CH:26]=[CH:25][C:24](B(O)O)=[C:23]([CH3:30])[C:22]=1[CH3:31].C(=O)([O-])[O-].[K+].[K+], predict the reaction product. The product is: [NH2:1][C:2]1[N:7]=[C:6]([NH:8][CH2:9][CH2:10][CH2:11][N:12]2[CH2:16][CH2:15][CH2:14][C:13]2=[O:17])[CH:5]=[C:4]([C:24]2[CH:25]=[CH:26][C:21]([O:20][CH3:19])=[C:22]([CH3:31])[C:23]=2[CH3:30])[N:3]=1. (7) Given the reactants [Cl:1][C:2]1[N:23]=[CH:22][CH:21]=[CH:20][C:3]=1[C:4]([NH:6][C:7]1[CH:12]=[CH:11][C:10]([CH2:13][CH2:14][C:15]([O:17][CH2:18][CH3:19])=[O:16])=[CH:9][CH:8]=1)=[O:5].[H-].[Na+].[CH3:26][O:27][CH2:28]Cl, predict the reaction product. The product is: [Cl:1][C:2]1[N:23]=[CH:22][CH:21]=[CH:20][C:3]=1[C:4]([N:6]([C:7]1[CH:8]=[CH:9][C:10]([CH2:13][CH2:14][C:15]([O:17][CH2:18][CH3:19])=[O:16])=[CH:11][CH:12]=1)[CH2:26][O:27][CH3:28])=[O:5]. (8) Given the reactants [F:1][C:2]1[CH:33]=[CH:32][C:5]([C:6]([NH:8][C:9]2[CH:14]=[CH:13][CH:12]=[CH:11][C:10]=2[CH:15]2[CH2:24][C:23]([CH3:26])([CH3:25])[C:22]3[C:17](=[CH:18][CH:19]=[C:20]([C:27]([O:29]CC)=[O:28])[CH:21]=3)[NH:16]2)=[O:7])=[CH:4][CH:3]=1.O.[OH-].[Li+].[OH-].[Na+], predict the reaction product. The product is: [F:1][C:2]1[CH:3]=[CH:4][C:5]([C:6]([NH:8][C:9]2[CH:14]=[CH:13][CH:12]=[CH:11][C:10]=2[CH:15]2[CH2:24][C:23]([CH3:26])([CH3:25])[C:22]3[C:17](=[CH:18][CH:19]=[C:20]([C:27]([OH:29])=[O:28])[CH:21]=3)[NH:16]2)=[O:7])=[CH:32][CH:33]=1. (9) Given the reactants Cl[C:2]1[CH:7]=[C:6]([Cl:8])[N:5]=[C:4]([CH3:9])[N:3]=1.[CH3:10][NH2:11].C([O-])(O)=O.[Na+], predict the reaction product. The product is: [Cl:8][C:6]1[N:5]=[C:4]([CH3:9])[N:3]=[C:2]([NH:11][CH3:10])[CH:7]=1. (10) Given the reactants C(#N)C.O.[C:5]([C:7]1[CH:12]=[CH:11][CH:10]=[CH:9][C:8]=1[C:13]1[C:14](=[O:31])[N:15]([C:25]2[CH:30]=[CH:29][CH:28]=[CH:27][CH:26]=2)[CH:16]=[C:17]([C:19]2[CH:24]=[CH:23][CH:22]=[CH:21][N:20]=2)[CH:18]=1)#[N:6].[C:32]([OH:39])(=[O:38])[CH2:33][CH2:34][C:35]([OH:37])=[O:36], predict the reaction product. The product is: [C:32]([OH:39])(=[O:38])[CH2:33][CH2:34][C:35]([OH:37])=[O:36].[C:5]([C:7]1[CH:12]=[CH:11][CH:10]=[CH:9][C:8]=1[C:13]1[C:14](=[O:31])[N:15]([C:25]2[CH:30]=[CH:29][CH:28]=[CH:27][CH:26]=2)[CH:16]=[C:17]([C:19]2[CH:24]=[CH:23][CH:22]=[CH:21][N:20]=2)[CH:18]=1)#[N:6].